Dataset: Catalyst prediction with 721,799 reactions and 888 catalyst types from USPTO. Task: Predict which catalyst facilitates the given reaction. (1) Reactant: [CH3:1][O:2][C:3]1[CH:22]=[CH:21][C:6]([CH2:7][N:8]2[S:12](=[O:14])(=[O:13])[N:11](C(OC)=O)[CH2:10][C:9]2([CH3:20])[CH3:19])=[CH:5][CH:4]=1.[OH-].[Na+].Cl. Product: [CH3:1][O:2][C:3]1[CH:22]=[CH:21][C:6]([CH2:7][N:8]2[C:9]([CH3:20])([CH3:19])[CH2:10][NH:11][S:12]2(=[O:13])=[O:14])=[CH:5][CH:4]=1. The catalyst class is: 24. (2) Reactant: [OH-].[Na+].[CH3:3][O:4][CH2:5][CH2:6][CH2:7][O:8][C:9]1[CH:17]=[C:16]2[C:12]([CH:13]=[CH:14][NH:15]2)=[CH:11][C:10]=1[O:18][C:19]1[CH:24]=[CH:23][N:22]=[C:21]([NH:25]C(=O)C)[CH:20]=1.C(OCC)(=O)C.O. Product: [CH3:3][O:4][CH2:5][CH2:6][CH2:7][O:8][C:9]1[CH:17]=[C:16]2[C:12]([CH:13]=[CH:14][NH:15]2)=[CH:11][C:10]=1[O:18][C:19]1[CH:24]=[CH:23][N:22]=[C:21]([NH2:25])[CH:20]=1. The catalyst class is: 5. (3) The catalyst class is: 67. Reactant: [CH2:1]([O:8][C:9]([NH:11][C:12]1[CH:13]=[CH:14][C:15]2[CH2:21][CH2:20][CH2:19][N:18](C(OC(C)(C)C)=O)[CH2:17][C:16]=2[CH:29]=1)=[O:10])[C:2]1[CH:7]=[CH:6][CH:5]=[CH:4][CH:3]=1. Product: [CH2:17]1[C:16]2[CH:29]=[C:12]([NH:11][C:9](=[O:10])[O:8][CH2:1][C:2]3[CH:3]=[CH:4][CH:5]=[CH:6][CH:7]=3)[CH:13]=[CH:14][C:15]=2[CH2:21][CH2:20][CH2:19][NH:18]1. (4) Reactant: F[C:2]1[N:7]=[CH:6][C:5]([C:8]2[CH:13]=[C:12]([NH2:14])[CH:11]=[C:10]([NH:15][C:16]3[CH:21]=[C:20]([C:22]([F:25])([F:24])[F:23])[CH:19]=[CH:18][N:17]=3)[N:9]=2)=[CH:4][CH:3]=1.[NH2:26][CH:27]1[CH2:31][CH2:30][NH:29][C:28]1=[O:32].P([O-])([O-])([O-])=O.[K+].[K+].[K+].C(N(CC)C(C)C)(C)C. Product: [NH2:14][C:12]1[CH:11]=[C:10]([NH:15][C:16]2[CH:21]=[C:20]([C:22]([F:25])([F:24])[F:23])[CH:19]=[CH:18][N:17]=2)[N:9]=[C:8]([C:5]2[CH:6]=[N:7][C:2]([NH:26][CH:27]3[CH2:31][CH2:30][NH:29][C:28]3=[O:32])=[CH:3][CH:4]=2)[CH:13]=1. The catalyst class is: 16. (5) Reactant: [F:1][C:2]1[CH:7]=[CH:6][C:5]([C@H:8]([CH2:12][CH:13]=[CH2:14])[CH2:9][NH:10][CH3:11])=[CH:4][CH:3]=1.CCN(C(C)C)C(C)C.[C:24]([C:26]1[CH:27]=[C:28]([C:36](Cl)=[O:37])[C:29]2[CH2:30][CH2:31][CH2:32][CH2:33][C:34]=2[CH:35]=1)#[N:25]. Product: [C:24]([C:26]1[CH:27]=[C:28]([C:36]([N:10]([CH2:9][C@H:8]([C:5]2[CH:4]=[CH:3][C:2]([F:1])=[CH:7][CH:6]=2)[CH2:12][CH:13]=[CH2:14])[CH3:11])=[O:37])[C:29]2[CH2:30][CH2:31][CH2:32][CH2:33][C:34]=2[CH:35]=1)#[N:25]. The catalyst class is: 2. (6) Reactant: [N:1]([CH2:4][CH2:5][CH2:6][CH2:7][C:8]1[CH:13]=[CH:12][CH:11]=[CH:10][CH:9]=1)=[C:2]=[O:3].[NH2:14][CH2:15][CH2:16][CH2:17][CH2:18][C:19]([CH3:28])([C:22]1[CH:27]=[CH:26][CH:25]=[CH:24][CH:23]=1)[CH2:20][OH:21]. Product: [OH:21][CH2:20][C:19]([CH3:28])([C:22]1[CH:23]=[CH:24][CH:25]=[CH:26][CH:27]=1)[CH2:18][CH2:17][CH2:16][CH2:15][NH:14][C:2]([NH:1][CH2:4][CH2:5][CH2:6][CH2:7][C:8]1[CH:9]=[CH:10][CH:11]=[CH:12][CH:13]=1)=[O:3]. The catalyst class is: 2. (7) Reactant: [N:1]1[C:10]2[CH2:9][CH2:8][NH:7][CH2:6][C:5]=2[CH:4]=[CH:3][CH:2]=1.C(N(CC)CC)C.[C:18](Cl)(=[O:20])[CH3:19]. Product: [C:18]([N:7]1[CH2:8][CH2:9][C:10]2[N:1]=[CH:2][CH:3]=[CH:4][C:5]=2[CH2:6]1)(=[O:20])[CH3:19]. The catalyst class is: 2. (8) The catalyst class is: 8. Reactant: [Cl:1][C:2]1[CH:17]=[C:16]([N+:18]([O-])=O)[CH:15]=[CH:14][C:3]=1[O:4][C:5]1[CH:10]=[CH:9][N:8]=[C:7]2[NH:11][CH:12]=[CH:13][C:6]=12.[Cl-].[Ca+2].[Cl-].O. Product: [Cl:1][C:2]1[CH:17]=[C:16]([CH:15]=[CH:14][C:3]=1[O:4][C:5]1[CH:10]=[CH:9][N:8]=[C:7]2[NH:11][CH:12]=[CH:13][C:6]=12)[NH2:18].